Dataset: Catalyst prediction with 721,799 reactions and 888 catalyst types from USPTO. Task: Predict which catalyst facilitates the given reaction. The catalyst class is: 10. Reactant: [CH2:1]([C:3]1[C:8](/[CH:9]=[CH:10]/[O:11]C)=[CH:7][CH:6]=[CH:5][C:4]=1[C:13]1[CH:14]=[N:15][C:16]([C:19]2[CH:20]=[CH:21][C:22]([CH2:27][CH:28]([CH3:30])[CH3:29])=[C:23]([CH:26]=2)[C:24]#[N:25])=[N:17][CH:18]=1)[CH3:2].[I-].[Na+].C[Si](Cl)(C)C. Product: [CH2:1]([C:3]1[C:8]([CH2:9][CH:10]=[O:11])=[CH:7][CH:6]=[CH:5][C:4]=1[C:13]1[CH:18]=[N:17][C:16]([C:19]2[CH:20]=[CH:21][C:22]([CH2:27][CH:28]([CH3:29])[CH3:30])=[C:23]([CH:26]=2)[C:24]#[N:25])=[N:15][CH:14]=1)[CH3:2].